Predict the reaction yield, written as a fraction of the theoretical maximum amount of product (1.0 means a 100% yield; for example, 0.34 means a 34% yield). From a dataset of Reaction yield outcomes from USPTO patents with 853,638 reactions. (1) The reactants are [C:1]([C:9]1[CH:10]=[C:11]2[C:15](=[CH:16][CH:17]=1)[N:14]([C:18]([NH:20][CH2:21][CH2:22][C:23]([O:25][CH2:26][CH3:27])=[O:24])=[O:19])[CH2:13][CH2:12]2)#[C:2][CH2:3][CH2:4][CH2:5][CH2:6][CH2:7][CH3:8]. The catalyst is CCO.[Pd]. The product is [CH2:1]([C:9]1[CH:10]=[C:11]2[C:15](=[CH:16][CH:17]=1)[N:14]([C:18]([NH:20][CH2:21][CH2:22][C:23]([O:25][CH2:26][CH3:27])=[O:24])=[O:19])[CH2:13][CH2:12]2)[CH2:2][CH2:3][CH2:4][CH2:5][CH2:6][CH2:7][CH3:8]. The yield is 0.900. (2) The reactants are Br[C:2]1[CH:7]=[CH:6][CH:5]=[CH:4][N:3]=1.[C:8]1(OB(O)O)[CH:13]=[CH:12][CH:11]=[CH:10][CH:9]=1.C(=O)([O-])[O-].[K+].[K+].O. The catalyst is C([O-])(=O)C.[Pd+2].C([O-])(=O)C.C1(C(C2C=CC=CC=2)=C(P(C2CCCCC2)C2CCCCC2)C)C=CC=CC=1.C1(C)C=CC=CC=1. The product is [C:8]1([C:2]2[CH:7]=[CH:6][CH:5]=[CH:4][N:3]=2)[CH:13]=[CH:12][CH:11]=[CH:10][CH:9]=1. The yield is 0.850. (3) The reactants are [NH2:1][C:2]1[C:3]([C:22]2[CH:31]=[CH:30][C:25]([C:26]([O:28]C)=[O:27])=[C:24]([F:32])[CH:23]=2)=[N:4][C:5]([CH:8]2[CH2:13][CH2:12][CH:11]([NH:14][C:15]([O:17][C:18]([CH3:21])([CH3:20])[CH3:19])=[O:16])[CH2:10][CH2:9]2)=[CH:6][N:7]=1.CO.[OH-].[Li+]. The catalyst is C1COCC1. The product is [NH2:1][C:2]1[C:3]([C:22]2[CH:31]=[CH:30][C:25]([C:26]([OH:28])=[O:27])=[C:24]([F:32])[CH:23]=2)=[N:4][C:5]([CH:8]2[CH2:9][CH2:10][CH:11]([NH:14][C:15]([O:17][C:18]([CH3:21])([CH3:20])[CH3:19])=[O:16])[CH2:12][CH2:13]2)=[CH:6][N:7]=1. The yield is 1.00. (4) The reactants are Cl[C:2]1[N:3]=[N:4][CH:5]=[C:6]([Cl:9])[C:7]=1[NH2:8].[CH2:10]([NH2:13])[CH2:11][CH3:12]. No catalyst specified. The product is [Cl:9][C:6]1[C:7]([NH2:8])=[C:2]([NH:13][CH2:10][CH2:11][CH3:12])[N:3]=[N:4][CH:5]=1. The yield is 0.350.